This data is from Full USPTO retrosynthesis dataset with 1.9M reactions from patents (1976-2016). The task is: Predict the reactants needed to synthesize the given product. (1) Given the product [Cl:1][C:2]1[N:7]=[C:6]([CH2:8][N:9]2[C:17](=[O:18])[C:16]3[C:11](=[CH:12][CH:13]=[CH:14][CH:15]=3)[C:10]2=[O:19])[CH:5]=[C:4]([O:27][CH2:26][CH:24]2[CH2:25][CH:23]2[C:22]([F:29])([F:28])[F:21])[N:3]=1, predict the reactants needed to synthesize it. The reactants are: [Cl:1][C:2]1[N:7]=[C:6]([CH2:8][N:9]2[C:17](=[O:18])[C:16]3[C:11](=[CH:12][CH:13]=[CH:14][CH:15]=3)[C:10]2=[O:19])[CH:5]=[C:4](Cl)[N:3]=1.[F:21][C:22]([F:29])([F:28])[CH:23]1[CH2:25][CH:24]1[CH2:26][OH:27].C(Cl)(Cl)Cl.CC1(C)C2C(=C(P(C3C=CC=CC=3)C3C=CC=CC=3)C=CC=2)OC2C(P(C3C=CC=CC=3)C3C=CC=CC=3)=CC=CC1=2.C([O-])([O-])=O.[Cs+].[Cs+]. (2) Given the product [CH2:2]([N:9]1[CH:13]=[CH:12][C:11]([C:26]2[CH:27]=[C:28]([Cl:33])[CH:29]=[C:30]([Cl:32])[CH:31]=2)([C:22]([F:25])([F:24])[F:23])[CH2:10]1)[C:3]1[CH:8]=[CH:7][CH:6]=[CH:5][CH:4]=1, predict the reactants needed to synthesize it. The reactants are: [Cl-].[CH2:2]([NH+:9]1[CH2:13][CH:12](S(C2C=CC=CC=2)=O)[C:11]([C:26]2[CH:31]=[C:30]([Cl:32])[CH:29]=[C:28]([Cl:33])[CH:27]=2)([C:22]([F:25])([F:24])[F:23])[CH2:10]1)[C:3]1[CH:8]=[CH:7][CH:6]=[CH:5][CH:4]=1.C(=O)([O-])[O-].[Na+].[Na+].O.